This data is from Forward reaction prediction with 1.9M reactions from USPTO patents (1976-2016). The task is: Predict the product of the given reaction. (1) Given the reactants COC(=N)[C:4]1[CH:9]=[CH:8][CH:7]=[C:6]([NH:10][C:11]([NH:13][C:14]2[CH:19]=[CH:18][C:17]([S:20](=[O:34])(=[O:33])[NH:21][CH2:22][C:23]3[CH:28]=[CH:27][C:26]([S:29](=[O:32])(=[O:31])[NH2:30])=[CH:25][CH:24]=3)=[CH:16][CH:15]=2)=[O:12])[CH:5]=1.[CH2:36]([NH2:39])[CH2:37][NH2:38].[CH2:40](O)C, predict the reaction product. The product is: [NH:38]1[CH2:37][CH2:36][N:39]=[C:40]1[C:9]1[CH:8]=[CH:7][C:6]([NH:10][C:11](=[O:12])[NH:13][C:14]2[CH:19]=[CH:18][C:17]([S:20]([NH:21][CH2:22][C:23]3[CH:28]=[CH:27][C:26]([S:29](=[O:32])(=[O:31])[NH2:30])=[CH:25][CH:24]=3)(=[O:33])=[O:34])=[CH:16][CH:15]=2)=[CH:5][CH:4]=1. (2) The product is: [Cl:28][C:20]1[CH:21]=[C:22]([O:26][CH3:27])[C:23]([CH3:25])=[CH:24][C:19]=1[C:17]1[N:14]=[C:12]([C:9]2([C:3]3[CH:4]=[CH:5][C:6]([Cl:8])=[CH:7][C:2]=3[Cl:1])[CH2:11][CH2:10]2)[O:13][C:16]=1[CH3:29]. Given the reactants [Cl:1][C:2]1[CH:7]=[C:6]([Cl:8])[CH:5]=[CH:4][C:3]=1[C:9]1([C:12]([NH2:14])=[O:13])[CH2:11][CH2:10]1.Br[CH:16]([CH3:29])[C:17]([C:19]1[CH:24]=[C:23]([CH3:25])[C:22]([O:26][CH3:27])=[CH:21][C:20]=1[Cl:28])=O, predict the reaction product.